This data is from Forward reaction prediction with 1.9M reactions from USPTO patents (1976-2016). The task is: Predict the product of the given reaction. Given the reactants [NH2:1][C:2]1[CH:3]=[CH:4][CH:5]=[C:6]2[C:11]=1[CH:10]=[C:9]([O:12][C:13]1[CH:14]=[CH:15][C:16]3[N:20]=[C:19]([CH2:21][O:22][C:23]4[CH:36]=[CH:35][C:26]([CH2:27][CH:28]5[S:32][C:31](=[O:33])[NH:30][C:29]5=[O:34])=[CH:25][CH:24]=4)[N:18]([CH3:37])[C:17]=3[CH:38]=1)[CH:8]=[CH:7]2.[CH:39]([C:42]1[CH:47]=[CH:46][CH:45]=[C:44]([CH:48]([CH3:50])[CH3:49])[C:43]=1[N:51]=[C:52]=[O:53])([CH3:41])[CH3:40], predict the reaction product. The product is: [CH:39]([C:42]1[CH:47]=[CH:46][CH:45]=[C:44]([CH:48]([CH3:49])[CH3:50])[C:43]=1[NH:51][C:52]([NH:1][C:2]1[C:11]2[C:6](=[CH:7][CH:8]=[C:9]([O:12][C:13]3[CH:14]=[CH:15][C:16]4[N:20]=[C:19]([CH2:21][O:22][C:23]5[CH:24]=[CH:25][C:26]([CH2:27][CH:28]6[S:32][C:31](=[O:33])[NH:30][C:29]6=[O:34])=[CH:35][CH:36]=5)[N:18]([CH3:37])[C:17]=4[CH:38]=3)[CH:10]=2)[CH:5]=[CH:4][CH:3]=1)=[O:53])([CH3:40])[CH3:41].